This data is from Full USPTO retrosynthesis dataset with 1.9M reactions from patents (1976-2016). The task is: Predict the reactants needed to synthesize the given product. (1) The reactants are: Cl.[NH2:2][C:3]1[CH:8]=[CH:7][C:6]([CH3:9])=[CH:5][CH:4]=1.[N:10]([O-])=O.[Na+].[CH3:14][C:15]1([CH3:24])[CH2:20][CH:19]([OH:21])[CH2:18][C:17]([CH3:23])([CH3:22])[NH:16]1. Given the product [CH3:14][C:15]1([CH3:24])[CH2:20][CH:19]([OH:21])[CH2:18][C:17]([CH3:23])([CH3:22])[N:16]1[N:10]=[N:2][C:3]1[CH:8]=[CH:7][C:6]([CH3:9])=[CH:5][CH:4]=1, predict the reactants needed to synthesize it. (2) Given the product [O:30]=[C:27]1[N:26]2[C:25]3[N:20]([CH2:19][CH2:18][C@H:2]2[CH2:3][N:4]2[CH2:9][CH2:8][CH:7]([NH:10][C:11](=[O:17])[O:12][C:13]([CH3:16])([CH3:15])[CH3:14])[CH2:6][CH2:5]2)[C:21](=[O:32])[CH:22]=[CH:23][C:24]=3[N:29]=[CH:28]1, predict the reactants needed to synthesize it. The reactants are: O[C@@H:2]([CH2:18][CH2:19][N:20]1[C:25]2=[N:26][C:27]([O:30]C)=[CH:28][N:29]=[C:24]2[CH:23]=[CH:22][C:21]1=[O:32])[CH2:3][N:4]1[CH2:9][CH2:8][CH:7]([NH:10][C:11](=[O:17])[O:12][C:13]([CH3:16])([CH3:15])[CH3:14])[CH2:6][CH2:5]1.C(N(C(C)C)CC)(C)C.CS(OS(C)(=O)=O)(=O)=O.C([O-])(O)=O.[Na+].